This data is from Full USPTO retrosynthesis dataset with 1.9M reactions from patents (1976-2016). The task is: Predict the reactants needed to synthesize the given product. (1) The reactants are: [CH3:1][O:2][C:3]1[CH:8]=[CH:7][CH:6]=[CH:5][C:4]=1[C:9]1[NH:14][C:13]2[CH2:15][CH2:16][CH2:17][CH2:18][CH2:19][CH2:20][C:12]=2[C:11](=[O:21])[N:10]=1.[H-].[Li+].[Br-].[Li+].Br[CH2:27][CH2:28][C:29]1[CH:34]=[CH:33][CH:32]=[CH:31][CH:30]=1. Given the product [CH3:1][O:2][C:3]1[CH:8]=[CH:7][CH:6]=[CH:5][C:4]=1[C:9]1[N:10]([CH2:27][CH2:28][C:29]2[CH:34]=[CH:33][CH:32]=[CH:31][CH:30]=2)[C:11](=[O:21])[C:12]2[CH2:20][CH2:19][CH2:18][CH2:17][CH2:16][CH2:15][C:13]=2[N:14]=1, predict the reactants needed to synthesize it. (2) Given the product [C:21]([O:20][C:18]([N:4]1[CH2:5][C@H:6]([CH2:9][OH:10])[NH:7][CH2:8][C@H:3]1[CH3:2])=[O:19])([CH3:24])([CH3:23])[CH3:22], predict the reactants needed to synthesize it. The reactants are: Cl.[CH3:2][C@@H:3]1[CH2:8][NH:7][C@@H:6]([CH2:9][OH:10])[CH2:5][NH:4]1.C(N(CC)CC)C.[C:18](OC([O-])=O)([O:20][C:21]([CH3:24])([CH3:23])[CH3:22])=[O:19].[OH-].[Na+].Cl. (3) Given the product [Br:1][C:2]1[CH:3]=[C:4]([C:13]#[N:14])[C:5]2[C:10]([CH:11]=1)=[CH:9][CH:8]=[C:7]([OH:12])[C:6]=2[Cl:22], predict the reactants needed to synthesize it. The reactants are: [Br:1][C:2]1[CH:3]=[C:4]([C:13]#[N:14])[C:5]2[C:10]([CH:11]=1)=[CH:9][CH:8]=[C:7]([OH:12])[CH:6]=2.C1C(=O)N([Cl:22])C(=O)C1. (4) Given the product [CH2:35]([O:14][C:13](=[O:15])[C:12]1[CH:16]=[CH:17][CH:18]=[C:10]([CH2:9][CH:8]([NH:7][C:5](=[O:6])[CH2:4][CH2:3][C:1]#[N:2])[B:21]2[O:29][CH:28]3[C:23]([CH3:33])([CH:24]4[CH2:30][CH:26]([CH2:27]3)[C:25]4([CH3:32])[CH3:31])[O:22]2)[C:11]=1[O:19][CH3:20])[CH:36]([CH3:38])[CH3:37], predict the reactants needed to synthesize it. The reactants are: [C:1]([CH2:3][CH2:4][C:5]([NH:7][CH:8]([B:21]1[O:29][CH:28]2[C:23]([CH3:33])([CH:24]3[CH2:30][CH:26]([CH2:27]2)[C:25]3([CH3:32])[CH3:31])[O:22]1)[CH2:9][C:10]1[C:11]([O:19][CH3:20])=[C:12]([CH:16]=[CH:17][CH:18]=1)[C:13]([OH:15])=[O:14])=[O:6])#[N:2].I[CH2:35][CH:36]([CH3:38])[CH3:37]. (5) The reactants are: [NH2:1][C:2]1[CH:7]=[C:6]([O:8][C:9]2[CH:14]=[CH:13][C:12]([N+:15]([O-:17])=[O:16])=[CH:11][C:10]=2[F:18])[CH:5]=[CH:4][N:3]=1.[C:19]([O:23][C:24]([N:26]1[CH2:31][CH2:30][CH:29]([CH2:32][C:33](O)=[O:34])[CH2:28][CH2:27]1)=[O:25])([CH3:22])([CH3:21])[CH3:20].C(N(CC)CC)C.CN([P+](ON1N=NC2C=CC=CC1=2)(N(C)C)N(C)C)C.F[P-](F)(F)(F)(F)F. Given the product [F:18][C:10]1[CH:11]=[C:12]([N+:15]([O-:17])=[O:16])[CH:13]=[CH:14][C:9]=1[O:8][C:6]1[CH:5]=[CH:4][N:3]=[C:2]([NH:1][C:33]([CH2:32][CH:29]2[CH2:28][CH2:27][N:26]([C:24]([O:23][C:19]([CH3:22])([CH3:21])[CH3:20])=[O:25])[CH2:31][CH2:30]2)=[O:34])[CH:7]=1, predict the reactants needed to synthesize it. (6) Given the product [C:13]([C:16]1[NH:17][CH:5]=[C:4]([C:3]2[CH:8]=[CH:9][CH:10]=[CH:11][C:2]=2[Cl:1])[N:18]=1)([CH3:15])([CH3:14])[CH3:12], predict the reactants needed to synthesize it. The reactants are: [Cl:1][C:2]1[CH:11]=[CH:10][CH:9]=[CH:8][C:3]=1[C:4](=O)[CH2:5]Br.[CH3:12][C:13]([C:16]([NH2:18])=[NH:17])([CH3:15])[CH3:14].Cl.C(=O)([O-])[O-].[K+].[K+].C(=O)([O-])O.[Na+]. (7) Given the product [NH2:1][C:2]1[N:3]=[CH:4][C:5]([C:13]2[CH:14]=[C:15]([CH:20]=[CH:21][CH:22]=2)[C:16]([OH:18])=[O:17])=[N:6][C:7]=1[C:8]([NH:10][CH2:11][CH3:12])=[O:9], predict the reactants needed to synthesize it. The reactants are: [NH2:1][C:2]1[N:3]=[CH:4][C:5]([C:13]2[CH:14]=[C:15]([CH:20]=[CH:21][CH:22]=2)[C:16]([O:18]C)=[O:17])=[N:6][C:7]=1[C:8]([NH:10][CH2:11][CH3:12])=[O:9].[OH-].[Na+].